Dataset: Reaction yield outcomes from USPTO patents with 853,638 reactions. Task: Predict the reaction yield, written as a fraction of the theoretical maximum amount of product (1.0 means a 100% yield; for example, 0.34 means a 34% yield). (1) The catalyst is CN(C=O)C. The yield is 0.200. The reactants are Cl.[CH2:2]([N:9]1[CH:17]=[C:16]2[C:11]([CH:12]=[C:13]([C:18]3[CH:19]=[C:20]([C:28]4[N:29]=[C:30]([CH:33]5[CH2:38][CH2:37][NH:36][CH2:35][CH2:34]5)[S:31][CH:32]=4)[N:21]4[C:26]=3[C:25]([NH2:27])=[N:24][CH:23]=[N:22]4)[CH:14]=[CH:15]2)=[N:10]1)[C:3]1[CH:8]=[CH:7][CH:6]=[CH:5][CH:4]=1.[CH3:39][N:40]([CH3:45])[CH2:41][C:42](O)=[O:43].CCN=C=NCCCN(C)C.Cl.C1C=CC2N(O)N=NC=2C=1.C(N(CC)C(C)C)(C)C. The product is [CH2:2]([N:9]1[CH:17]=[C:16]2[C:11]([CH:12]=[C:13]([C:18]3[CH:19]=[C:20]([C:28]4[N:29]=[C:30]([CH:33]5[CH2:38][CH2:37][N:36]([C:42](=[O:43])[CH2:41][N:40]([CH3:45])[CH3:39])[CH2:35][CH2:34]5)[S:31][CH:32]=4)[N:21]4[C:26]=3[C:25]([NH2:27])=[N:24][CH:23]=[N:22]4)[CH:14]=[CH:15]2)=[N:10]1)[C:3]1[CH:4]=[CH:5][CH:6]=[CH:7][CH:8]=1. (2) The yield is 0.600. The reactants are [C:1]1([CH2:7][CH2:8][C:9]([N:11]2[CH2:16][CH2:15][CH:14]([CH2:17][N:18]3[C:26]4[C:21](=[CH:22][C:23]([C:27]5[CH:28]=[N:29][N:30](C6CCCCO6)[CH:31]=5)=[CH:24][CH:25]=4)[CH:20]=[CH:19]3)[CH2:13][CH2:12]2)=[O:10])[CH:6]=[CH:5][CH:4]=[CH:3][CH:2]=1.C1(C)C=CC(S(O)(=O)=O)=CC=1.CO.ClCCl. The catalyst is CO. The product is [NH:29]1[CH:28]=[C:27]([C:23]2[CH:22]=[C:21]3[C:26](=[CH:25][CH:24]=2)[N:18]([CH2:17][CH:14]2[CH2:13][CH2:12][N:11]([C:9](=[O:10])[CH2:8][CH2:7][C:1]4[CH:2]=[CH:3][CH:4]=[CH:5][CH:6]=4)[CH2:16][CH2:15]2)[CH:19]=[CH:20]3)[CH:31]=[N:30]1.